From a dataset of Full USPTO retrosynthesis dataset with 1.9M reactions from patents (1976-2016). Predict the reactants needed to synthesize the given product. Given the product [CH2:1]([C@@H:3]1[NH:6][C:5](=[O:7])[C@@H:4]1[O:8][Si:16]([CH2:19][CH3:20])([CH2:17][CH3:18])[CH2:14][CH3:15])[CH3:2], predict the reactants needed to synthesize it. The reactants are: [CH2:1]([C@@H:3]1[NH:6][C:5](=[O:7])[C@@H:4]1[OH:8])[CH3:2].N1C=CN=C1.[CH2:14]([Si:16](Cl)([CH2:19][CH3:20])[CH2:17][CH3:18])[CH3:15].O.